This data is from Drug-target binding data from BindingDB using Ki measurements. The task is: Regression. Given a target protein amino acid sequence and a drug SMILES string, predict the binding affinity score between them. We predict pKi (pKi = -log10(Ki in M); higher means stronger inhibition). Dataset: bindingdb_ki. (1) The small molecule is C#Cc1ccc2ccc3cccc4ccc1c2c34. The target protein (P00185) has sequence MPSVYGFPAFTSATELLLAVTTFCLGFWVVRVTRTWVPKGLKSPPGPWGLPFIGHVLTLGKNPHLSLTKLSQQYGDVLQIRIGSTPVVVLSGLNTIKQALVKQGDDFKGRPDLYSFTLIANGQSMTFNPDSGPLWAARRRLAQNALKSFSIASDPTLASSCYLEEHVSKEAEYLISKFQKLMAEVGHFDPFKYLVVSVANVICAICFGRRYDHDDQELLSIVNLSNEFGEVTGSGYPADFIPILRYLPNSSLDAFKDLNKKFYSFMKKLIKEHYRTFEKGHIRDITDSLIEHCQDRRLDENANVQLSDDKVITIVFDLFGAGFDTITTAISWSLMYLVTNPRIQRKIQEELDTVIGRDRQPRLSDRPQLPYLEAFILETFRHSSFVPFTIPHSTIRDTSLNGFYIPKGHCVFVNQWQVNHDQELWGDPNEFRPERFLTSSGTLDKHLSEKVILFGLGKRKCIGETIGRLEVFLFLAILLQQMEFNVSPGEKVDMTPAYGL.... The pKi is 7.7. (2) The compound is C[C@](O)(C(=O)Nc1ccc(C(=O)c2ccccc2)cc1)C(F)(F)F. The target protein sequence is GSHAKPFMLSTQREESNCTIIHTHIMDDWMDCAFTCGVDCQGQGKYPCLQVFVNLTHSGQKALLHYNEEAVQINSKCFYTPKCRRDGNDLLNSALNIKEFFDHKNRTPFSCFYSPDNQSEDVILIKKYDQMVIFHCLFWPSMTMLGGALIVGMVRLTQYLFLLCEKYSTALRDEVSGKVPYVARNQFKLWSVGRSKGRA. The pKi is 6.2. (3) The drug is CN1C(=O)C(C)(C)N=C1c1ncc(C#Cc2ccccc2)cn1. The target protein sequence is MVLLLILSVLLLKEDVRGSAQSSERRVVAHMPGDIIIGALFSVHHQPTVDKVHERKCGAVREQYGIQRVEAMLHTLERINSDPTLLPNITLGCEIRDSCWHSAVALEQSIEFIRDSLISSEEEEGLVRCVDGSSSFRSKKPIVGVIGPGSSSVAIQVQNLLQLFNIPQIAYSATSMDLSDKTLFKYFMRVVPSDAQQARAMVDIVKRYNWTYVSAVHTEGNYGESGMEAFKDMSAKEGICIAHSYKIYSNAGEQSFDKLLKKLRSHLPKARVVACFCEGMTVRGLLMAMRRLGLAGEFLLLGSDGWADRYDVTDGYQREAVGGITIKLQSPDVKWFDDYYLKLRPETNLRNPWFQEFWQHRFQCRLEGFAQENSKYNKTCNSSLTLRTHHVQDSKMGFVINAIYSMAYGLHNMQMSLCPGYAGLCDAMKPIDGRKLLDSLMKTNFTGVSGDMILFDENGDSPGRYEIMNFKEMGKDYFDYINVGSWDNGELKMDDDEVWS.... The pKi is 6.5. (4) The small molecule is COc1ccc(CN2CC[C@H](O)[C@@H](N3CCC(C(=O)c4ccc(F)cc4)CC3)C2)cc1. The target protein (Q16572) has sequence MESAEPAGQARAAATKLSEAVGAALQEPRRQRRLVLVIVCVALLLDNMLYMVIVPIVPDYIAHMRGGGEGPTRTPEVWEPTLPLPTPANASAYTANTSASPTAAWPAGSALRPRYPTESEDVKIGVLFASKAILQLLVNPLSGPFIDRMSYDVPLLIGLGVMFASTVLFAFAEDYATLFAARSLQGLGSAFADTSGIAMIADKYPEEPERSRALGVALAFISFGSLVAPPFGGILYEFAGKRVPFLVLAAVSLFDALLLLAVAKPFSAAARARANLPVGTPIHRLMLDPYIAVVAGALTTCNIPLAFLEPTIATWMKHTMAASEWEMGMAWLPAFVPHVLGVYLTVRLAARYPHLQWLYGALGLAVIGASSCIVPACRSFAPLVVSLCGLCFGIALVDTALLPTLAFLVDVRHVSVYGSVYAIADISYSVAYALGPIVAGHIVHSLGFEQLSLGMGLANLLYAPVLLLLRNVGLLTRSRSERDVLLDEPPQGLYDAVRLR.... The pKi is 5.7. (5) The compound is C=C(C)[C@H]1CN[C@H](C(=O)O)[C@H]1CC(=O)O. The target protein (Q63273) has sequence MPAELLLLLIVAFANPSCQVLSSLRMAAILDDQTVCGRGERLALALAREQINGIIEVPAKARVEVDIFELQRDSQYETTDTMCQILPKGVVSVLGPSSSPASASTVSHICGEKEIPHIKVGPEETPRLQYLRFASVSLYPSNEDVSLAVSRILKSFNYPSASLICAKAECLLRLEELVRGFLISKETLSVRMLDDSRDPTPLLKEIRDDKVSTIIIDANASISHLVLRKASELGMTSAFYKYILTTMDFPILHLDGIVEDSSNILGFSMFNTSHPFYPEFVRSLNMSWRENCEASTYPGPALSAALMFDAVHVVVSAVRELNRSQEIGVKPLACTSANIWPHGTSLMNYLRMVEYDGLTGRVEFNSKGQRTNYTLRILEKSRQGHREIGVWYSNRTLAMNATTLDINLSQTLANKTLVVTTILENPYVMRRPNFQALSGNERFEGFCVDMLRELAELLRFRYRLRLVEDGLYGAPEPNGSWTGMVGELINRKADLAVAAF.... The pKi is 7.8. (6) The drug is CSCCC(NC(=O)C(CC(C)C)NC(=O)CNC(=O)C(NC(=O)C(Cc1ccccc1)NC(=O)C(Cc1ccccc1)NC(=O)C(CC(=O)O)NC(=O)C(Cc1cnc[nH]1)NC(=O)C(CCSC)NC(=O)C(N)CC(=O)O)C(C)C)C(N)=O. The target protein (P41539) has sequence MKILVAVAVFFLVSTQLFAEEIDANDDLNYWSDWSDSDQIKEAMPEPFEHLLQRIARRPKPQQFFGLMGKRDADSSVEKQVALLKALYGHGQISHKRHKTDSFVGLMGKRALNSVAYERSAMQNYERRRK. The pKi is 7.1. (7) The small molecule is CCN(Cc1ccncc1)C(=O)C(CO)c1ccccc1. The target protein (P17200) has sequence MHNLSAQPWQAKMANLTYDNVTLSNRSEVAIQPPTNYKTVELVFIATVTGSLSLVTVVGNILVMLSIKVNRQLQTVNNYFLFSLACADLIIGVFSMNLYTVYIIKGYWPLGAVVCDLWLALDYVVSNASVMNLLIISFDRYFCVTKPLTYPARRTTKMAGLMIAAAWILSFILWAPAILFWQFIVGKRTVHERECYIQFLSNPAVTFGTAIAAFYLPVVIMTVLYIHISLASRSRVRRHKPESRKERKGKSLSFFKAPPVKQNNNNSPKRAVEVKEEVRNGKVDDQPSAQTEATGQQEEKETSNESSTVSMTQTTKDKPTTEILPAGQGQSPAHPRVNPTSKWSKIKIVTKQTGTESVTAIEIVPAKAGASDHNSLSNSRPANVARKFASIARSQVRKKRQMAAREKKVTRTIFAILLAFILTWTPYNVMVLINTFCETCVPETVWSIGYWLCYVNSTINPACYALCNATFKKTFKHLLMCQYRNIGTAR. The pKi is 7.2.